Dataset: Forward reaction prediction with 1.9M reactions from USPTO patents (1976-2016). Task: Predict the product of the given reaction. (1) Given the reactants [CH2:1]([N:8]1[CH2:13][CH2:12][C:11]([N:21]([C:28]2[CH:33]=[CH:32][CH:31]=[CH:30][CH:29]=2)[C:22](=[O:27])[C:23]([F:26])([F:25])[F:24])([C:14]2[CH:19]=[CH:18][CH:17]=[C:16]([CH3:20])[N:15]=2)[CH2:10][CH2:9]1)[C:2]1[CH:7]=[CH:6][CH:5]=[CH:4][CH:3]=1.[C:34]([OH:39])(=[O:38])[C:35]([OH:37])=[O:36], predict the reaction product. The product is: [C:34]([OH:39])(=[O:38])[C:35]([OH:37])=[O:36].[CH2:1]([N:8]1[CH2:9][CH2:10][C:11]([N:21]([C:28]2[CH:29]=[CH:30][CH:31]=[CH:32][CH:33]=2)[C:22](=[O:27])[C:23]([F:25])([F:26])[F:24])([C:14]2[CH:19]=[CH:18][CH:17]=[C:16]([CH3:20])[N:15]=2)[CH2:12][CH2:13]1)[C:2]1[CH:7]=[CH:6][CH:5]=[CH:4][CH:3]=1. (2) Given the reactants I[C:2]1[CH:7]=[C:6]([C:8]2[CH:13]=[CH:12][C:11]([C:14]([F:17])([F:16])[F:15])=[CH:10][CH:9]=2)[CH:5]=[C:4]([CH3:18])[N:3]=1.[Br:19][C:20]1[S:24][C:23](B(O)O)=[CH:22][CH:21]=1, predict the reaction product. The product is: [Br:19][C:20]1[S:24][C:23]([C:2]2[CH:7]=[C:6]([C:8]3[CH:13]=[CH:12][C:11]([C:14]([F:17])([F:16])[F:15])=[CH:10][CH:9]=3)[CH:5]=[C:4]([CH3:18])[N:3]=2)=[CH:22][CH:21]=1. (3) Given the reactants [C:1]1([S:7]([N:10]2[C:18]3[C:13](=[CH:14][C:15](Br)=[CH:16][CH:17]=3)[C:12]3[CH:20]=[C:21]([Cl:24])[CH:22]=[N:23][C:11]2=3)(=[O:9])=[O:8])[CH:6]=[CH:5][CH:4]=[CH:3][CH:2]=1.[C:25]([O-:28])([O-])=O.[K+].[K+].O, predict the reaction product. The product is: [C:1]1([S:7]([N:10]2[C:18]3[C:13](=[CH:14][C:15](/[CH:11]=[CH:12]/[C:13]4[CH:18]=[CH:17][C:16]([O:28][CH3:25])=[CH:15][CH:14]=4)=[CH:16][CH:17]=3)[C:12]3[CH:20]=[C:21]([Cl:24])[CH:22]=[N:23][C:11]2=3)(=[O:9])=[O:8])[CH:6]=[CH:5][CH:4]=[CH:3][CH:2]=1. (4) Given the reactants [C:1]([O:5][C:6]([N:8]([CH3:41])[C:9]1[N:17]=[CH:16][N:15]=[C:14]2[C:10]=1[N:11]=[CH:12][N:13]2[C:18]1[CH:23]=[CH:22][C:21]([NH:24][C:25](=[O:40])[NH:26][C:27]2[CH:28]=[C:29]([CH:33]=[C:34]([C:36]([F:39])([F:38])[F:37])[CH:35]=2)[C:30]([OH:32])=O)=[CH:20][CH:19]=1)=[O:7])([CH3:4])([CH3:3])[CH3:2].C(Cl)(=O)C(Cl)=O.CO.[NH2:50][CH:51]([CH2:54][OH:55])[CH2:52][OH:53], predict the reaction product. The product is: [C:1]([O:5][C:6](=[O:7])[N:8]([C:9]1[N:17]=[CH:16][N:15]=[C:14]2[C:10]=1[N:11]=[CH:12][N:13]2[C:18]1[CH:19]=[CH:20][C:21]([NH:24][C:25]([NH:26][C:27]2[CH:35]=[C:34]([C:36]([F:38])([F:39])[F:37])[CH:33]=[C:29]([C:30](=[O:32])[NH:50][CH:51]([CH2:54][OH:55])[CH2:52][OH:53])[CH:28]=2)=[O:40])=[CH:22][CH:23]=1)[CH3:41])([CH3:3])([CH3:2])[CH3:4]. (5) Given the reactants [C:1]([C:3]1[CH:8]=[CH:7][CH:6]=[CH:5][C:4]=1[S:9]([N:12]1[CH2:18][CH2:17][CH2:16][CH:15]([NH:19][C:20]([C@@H:22]([NH:27]C(=O)OCC2C=CC=CC=2)[CH2:23][CH:24]([CH3:26])[CH3:25])=[O:21])[CH2:14][CH2:13]1)(=[O:11])=[O:10])#[N:2], predict the reaction product. The product is: [C:1]([C:3]1[CH:8]=[CH:7][CH:6]=[CH:5][C:4]=1[S:9]([N:12]1[CH2:18][CH2:17][CH2:16][CH:15]([NH:19][C:20](=[O:21])[C@H:22]([CH2:23][CH:24]([CH3:25])[CH3:26])[NH2:27])[CH2:14][CH2:13]1)(=[O:11])=[O:10])#[N:2]. (6) Given the reactants [F:1][C:2]1[CH:3]=[C:4]([CH:7]=[CH:8][C:9]=1[OH:10])[C:5]#[N:6].C([O-])([O-])=O.[K+].[K+].[Br:17][CH2:18][CH2:19]Br, predict the reaction product. The product is: [Br:17][CH2:18][CH2:19][O:10][C:9]1[CH:8]=[CH:7][C:4]([C:5]#[N:6])=[CH:3][C:2]=1[F:1].